From a dataset of NCI-60 drug combinations with 297,098 pairs across 59 cell lines. Regression. Given two drug SMILES strings and cell line genomic features, predict the synergy score measuring deviation from expected non-interaction effect. (1) Drug 1: CN(C)C1=NC(=NC(=N1)N(C)C)N(C)C. Drug 2: CN(C(=O)NC(C=O)C(C(C(CO)O)O)O)N=O. Cell line: RPMI-8226. Synergy scores: CSS=-8.85, Synergy_ZIP=2.70, Synergy_Bliss=-6.71, Synergy_Loewe=-17.0, Synergy_HSA=-16.0. (2) Drug 1: CC12CCC3C(C1CCC2=O)CC(=C)C4=CC(=O)C=CC34C. Drug 2: C#CCC(CC1=CN=C2C(=N1)C(=NC(=N2)N)N)C3=CC=C(C=C3)C(=O)NC(CCC(=O)O)C(=O)O. Cell line: SK-MEL-2. Synergy scores: CSS=45.3, Synergy_ZIP=-1.95, Synergy_Bliss=-3.02, Synergy_Loewe=-1.97, Synergy_HSA=-2.20.